The task is: Predict the reaction yield, written as a fraction of the theoretical maximum amount of product (1.0 means a 100% yield; for example, 0.34 means a 34% yield).. This data is from Reaction yield outcomes from USPTO patents with 853,638 reactions. (1) The reactants are Cl[C:2]1[N:7]=[C:6]([Cl:8])[N:5]=[C:4]([C:9]2[S:13][C:12]([N:14]([CH3:22])[C:15](=[O:21])[O:16][C:17]([CH3:20])([CH3:19])[CH3:18])=[N:11][C:10]=2[C:23]2[CH:28]=[CH:27][CH:26]=[CH:25][CH:24]=2)[N:3]=1.C([O-])(O)=O.[Na+].[N+:34]([C:37]1[CH:38]=[C:39]([CH:41]=[CH:42][CH:43]=1)[NH2:40])([O-:36])=[O:35]. No catalyst specified. The product is [Cl:8][C:6]1[N:7]=[C:2]([NH:40][C:39]2[CH:41]=[CH:42][CH:43]=[C:37]([N+:34]([O-:36])=[O:35])[CH:38]=2)[N:3]=[C:4]([C:9]2[S:13][C:12]([N:14]([CH3:22])[C:15](=[O:21])[O:16][C:17]([CH3:18])([CH3:19])[CH3:20])=[N:11][C:10]=2[C:23]2[CH:24]=[CH:25][CH:26]=[CH:27][CH:28]=2)[N:5]=1. The yield is 0.500. (2) The reactants are [CH2:1]([C@@:5]1([CH2:37][CH3:38])[NH:11][C@H:10]([C:12]2[CH:17]=[CH:16][CH:15]=[CH:14][CH:13]=2)[C:9]2[CH:18]=[C:19]([O:33][CH3:34])[C:20]([CH2:22][NH:23][CH2:24][P:25](=[O:32])([O:29]CC)[O:26]CC)=[CH:21][C:8]=2[S:7](=[O:36])(=[O:35])[CH2:6]1)[CH2:2][CH2:3][CH3:4].Br[Si](C)(C)C. The catalyst is C(Cl)Cl. The product is [CH2:1]([C@@:5]1([CH2:37][CH3:38])[NH:11][C@H:10]([C:12]2[CH:13]=[CH:14][CH:15]=[CH:16][CH:17]=2)[C:9]2[CH:18]=[C:19]([O:33][CH3:34])[C:20]([CH2:22][NH:23][CH2:24][P:25](=[O:26])([OH:29])[OH:32])=[CH:21][C:8]=2[S:7](=[O:36])(=[O:35])[CH2:6]1)[CH2:2][CH2:3][CH3:4]. The yield is 0.184. (3) The reactants are [NH2:1][C:2]1[CH:7]=[C:6]([C:8]#[N:9])[C:5]([C:10]#[N:11])=[CH:4][C:3]=1[NH2:12].[I:13][C:14]1[CH:21]=[CH:20][C:17]([CH:18]=O)=[CH:16][CH:15]=1.O=O.I[CH2:25][CH2:26][CH3:27].C1CCN2C(=NCCC2)CC1. The catalyst is CC#N.C1CCN2C(=NCCC2)CC1.C(OCC)(=O)C.CN1C(=O)CCC1. The product is [C:10]([C:5]1[C:6]([C:8]#[N:9])=[CH:7][C:2]2[N:1]([CH2:25][CH2:26][CH3:27])[C:18]([C:17]3[CH:20]=[CH:21][C:14]([I:13])=[CH:15][CH:16]=3)=[N:12][C:3]=2[CH:4]=1)#[N:11]. The yield is 0.500. (4) The reactants are N[C:2]1[CH:3]=[C:4]([C:8]([OH:17])([C:13]([F:16])([F:15])[F:14])[C:9]([F:12])([F:11])[F:10])[CH:5]=[CH:6][CH:7]=1.N([O-])=O.[Na+].[BrH:22]. The catalyst is O. The product is [Br:22][C:2]1[CH:3]=[C:4]([C:8]([OH:17])([C:13]([F:16])([F:15])[F:14])[C:9]([F:12])([F:11])[F:10])[CH:5]=[CH:6][CH:7]=1. The yield is 0.790. (5) The reactants are Cl[C:2]1[CH:7]=[C:6]([Cl:8])[N:5]=[CH:4][N:3]=1.[CH3:9][S:10][C:11]1[CH:12]=[C:13]2[C:17](=[CH:18][CH:19]=1)[NH:16][CH2:15][CH2:14]2. The catalyst is C(O)CC.C(OC)(C)(C)C. The product is [Cl:8][C:6]1[N:5]=[CH:4][N:3]=[C:2]([N:16]2[C:17]3[C:13](=[CH:12][C:11]([S:10][CH3:9])=[CH:19][CH:18]=3)[CH2:14][CH2:15]2)[CH:7]=1. The yield is 0.840. (6) The reactants are C(O)(C(F)(F)F)=O.[Cl:8][C:9]1[CH:14]=[CH:13][C:12]([CH:15]([NH:22][C:23]([C:25]2([NH:40]C(=O)OC(C)(C)C)[CH2:30][CH2:29][N:28]([C:31]3[C:32]4[CH:39]=[CH:38][NH:37][C:33]=4[N:34]=[CH:35][N:36]=3)[CH2:27][CH2:26]2)=[O:24])[CH2:16][C:17]2[S:18][CH:19]=[CH:20][N:21]=2)=[CH:11][CH:10]=1. The catalyst is ClCCl. The product is [NH2:40][C:25]1([C:23]([NH:22][CH:15]([C:12]2[CH:11]=[CH:10][C:9]([Cl:8])=[CH:14][CH:13]=2)[CH2:16][C:17]2[S:18][CH:19]=[CH:20][N:21]=2)=[O:24])[CH2:26][CH2:27][N:28]([C:31]2[C:32]3[CH:39]=[CH:38][NH:37][C:33]=3[N:34]=[CH:35][N:36]=2)[CH2:29][CH2:30]1. The yield is 0.568.